This data is from Forward reaction prediction with 1.9M reactions from USPTO patents (1976-2016). The task is: Predict the product of the given reaction. Given the reactants [C:1]([NH:4][C:5](=[NH:7])[SH:6])(=[O:3])[CH3:2].[Cl:8][CH2:9][C:10](=O)[CH2:11]Cl.N1C=CC=CC=1, predict the reaction product. The product is: [Cl:8][CH2:9][C:10]1[N:7]=[C:5]([NH:4][C:1](=[O:3])[CH3:2])[S:6][CH:11]=1.